The task is: Predict the product of the given reaction.. This data is from Forward reaction prediction with 1.9M reactions from USPTO patents (1976-2016). (1) Given the reactants [Cl:1][C:2]1[CH:3]=[C:4]([C:11]2[CH:16]=[C:15]([N:17]3[CH2:22][CH2:21][N:20]([CH3:23])[CH2:19][CH2:18]3)[CH:14]=[CH:13][N:12]=2)[S:5][C:6]=1[Si](C)(C)C.CCCC[N+](CCCC)(CCCC)CCCC.[F-], predict the reaction product. The product is: [Cl:1][C:2]1[CH:3]=[C:4]([C:11]2[CH:16]=[C:15]([N:17]3[CH2:18][CH2:19][N:20]([CH3:23])[CH2:21][CH2:22]3)[CH:14]=[CH:13][N:12]=2)[S:5][CH:6]=1. (2) Given the reactants [NH2:1][C@@H:2]1[CH2:7][CH2:6][CH2:5][N:4]([C:8]([O:10][C:11]([CH3:14])([CH3:13])[CH3:12])=[O:9])[CH2:3]1.[CH3:15][C:16]1[N:17]=[C:18]2[N:22]([C:23]=1[C:24](O)=[O:25])[CH:21]=[CH:20][S:19]2.C1CN([P+](ON2N=NC3C=CC=CC2=3)(N2CCCC2)N2CCCC2)CC1.F[P-](F)(F)(F)(F)F.CCN(C(C)C)C(C)C, predict the reaction product. The product is: [C:11]([O:10][C:8]([N:4]1[CH2:5][CH2:6][CH2:7][C@@H:2]([NH:1][C:24]([C:23]2[N:22]3[C:18]([S:19][CH:20]=[CH:21]3)=[N:17][C:16]=2[CH3:15])=[O:25])[CH2:3]1)=[O:9])([CH3:14])([CH3:13])[CH3:12]. (3) The product is: [C:28]([O:21][C:5]1[CH:4]=[CH:3][C:2]([Cl:1])=[CH:20][C:6]=1[C:7](=[O:8])[NH:9][C:10]1[CH:15]=[CH:14][C:13]([N+:16]([O-:18])=[O:17])=[CH:12][C:11]=1[Cl:19])(=[O:30])[CH3:29]. Given the reactants [Cl:1][C:2]1[CH:3]=[CH:4][C:5]([OH:21])=[C:6]([CH:20]=1)[C:7]([NH:9][C:10]1[CH:15]=[CH:14][C:13]([N+:16]([O-:18])=[O:17])=[CH:12][C:11]=1[Cl:19])=[O:8].N1C=CC=CC=1.[C:28](Cl)(=[O:30])[CH3:29].ClCCl, predict the reaction product. (4) Given the reactants [CH3:1][C:2]1([CH3:19])[O:7][CH:6]([C:8]2[CH:17]=[CH:16][C:11]([C:12]([O:14][CH3:15])=[O:13])=[CH:10][CH:9]=2)[CH2:5][C:4](=[O:18])[CH2:3]1.[BH4-].[Na+], predict the reaction product. The product is: [OH:18][C@@H:4]1[CH2:3][C:2]([CH3:19])([CH3:1])[O:7][C@@H:6]([C:8]2[CH:17]=[CH:16][C:11]([C:12]([O:14][CH3:15])=[O:13])=[CH:10][CH:9]=2)[CH2:5]1. (5) The product is: [CH2:18]([O:11][C:3]1[CH:4]=[C:5]([CH2:8][C:9]#[N:10])[CH:6]=[CH:7][C:2]=1[Cl:1])[C:15]1[CH:16]=[CH:17][CH:12]=[CH:13][CH:14]=1. Given the reactants [Cl:1][C:2]1[CH:7]=[CH:6][C:5]([CH2:8][C:9]#[N:10])=[CH:4][C:3]=1[OH:11].[CH:12]1[CH:17]=[CH:16][C:15]([CH2:18]Br)=[CH:14][CH:13]=1, predict the reaction product.